Dataset: Forward reaction prediction with 1.9M reactions from USPTO patents (1976-2016). Task: Predict the product of the given reaction. (1) Given the reactants [Cl:1][CH2:2][C@H:3]1[C:11]2[C:10]3[CH:12]=[CH:13][CH:14]=[CH:15][C:9]=3[C:8]([NH:16][C:17](=[O:35])[C@@H:18]([NH:20][C:21](=[O:34])[C@@H:22]([NH:26][C:27](=[O:33])[O:28][C:29]([CH3:32])([CH3:31])[CH3:30])[CH:23]([CH3:25])[CH3:24])[CH3:19])=[CH:7][C:6]=2[N:5]([C:36](=[O:58])[CH2:37][CH2:38][CH2:39][C:40]([N:42]2[C:50]3[C:45](=[C:46]4[C:54]([CH3:55])=[CH:53][S:52][C:47]4=[C:48]([OH:51])[CH:49]=3)[C@H:44]([CH2:56][Cl:57])[CH2:43]2)=[O:41])[CH2:4]1.C(Cl)(Cl)(Cl)Cl.CCN(C(C)C)C(C)C.[CH2:73]([O:80][P:81]([O-:90])[O:82][CH2:83][C:84]1[CH:89]=[CH:88][CH:87]=[CH:86][CH:85]=1)[C:74]1[CH:79]=[CH:78][CH:77]=[CH:76][CH:75]=1, predict the reaction product. The product is: [CH2:73]([O:80][P:81]([O:51][C:48]1[CH:49]=[C:50]2[C:45]([C@H:44]([CH2:56][Cl:57])[CH2:43][N:42]2[C:40](=[O:41])[CH2:39][CH2:38][CH2:37][C:36]([N:5]2[C:6]3[CH:7]=[C:8]([NH:16][C:17](=[O:35])[C@@H:18]([NH:20][C:21](=[O:34])[C@@H:22]([NH:26][C:27](=[O:33])[O:28][C:29]([CH3:31])([CH3:32])[CH3:30])[CH:23]([CH3:24])[CH3:25])[CH3:19])[C:9]4[CH:15]=[CH:14][CH:13]=[CH:12][C:10]=4[C:11]=3[C@H:3]([CH2:2][Cl:1])[CH2:4]2)=[O:58])=[C:46]2[C:54]([CH3:55])=[CH:53][S:52][C:47]=12)([O:82][CH2:83][C:84]1[CH:89]=[CH:88][CH:87]=[CH:86][CH:85]=1)=[O:90])[C:74]1[CH:75]=[CH:76][CH:77]=[CH:78][CH:79]=1. (2) Given the reactants [F:1][C:2]1[CH:11]=[C:10](/[CH:12]=[CH:13]/[C:14]2[C:23]([CH2:24][N:25]3[CH:29]=[CH:28][CH:27]=[N:26]3)=[CH:22][C:21]3[C:20]([CH3:31])([CH3:30])[CH2:19][CH2:18][C:17]([CH3:33])([CH3:32])[C:16]=3[CH:15]=2)[CH:9]=[CH:8][C:3]=1[C:4]([O:6]C)=[O:5].[OH-].[Na+].[Cl-].[NH4+], predict the reaction product. The product is: [F:1][C:2]1[CH:11]=[C:10](/[CH:12]=[CH:13]/[C:14]2[C:23]([CH2:24][N:25]3[CH:29]=[CH:28][CH:27]=[N:26]3)=[CH:22][C:21]3[C:20]([CH3:31])([CH3:30])[CH2:19][CH2:18][C:17]([CH3:33])([CH3:32])[C:16]=3[CH:15]=2)[CH:9]=[CH:8][C:3]=1[C:4]([OH:6])=[O:5].